From a dataset of Experimentally validated miRNA-target interactions with 360,000+ pairs, plus equal number of negative samples. Binary Classification. Given a miRNA mature sequence and a target amino acid sequence, predict their likelihood of interaction. The miRNA is hsa-miR-6888-3p with sequence AUCUGUCUCGAUUGUUUCCAG. The protein sequence of the target gene is MESMAVATDGGERPGVPAGSGLSASQRRAELRRRKLLMNSEQRINRIMGFHRPGSGAEEESQTKSKQQDSDKLNSLSVPSVSKRVVLGDSVSTGTTDQQGGVAEVKGTQLGDKLDSFIKPPECSSDVNLELRQRNRGDLTADSVQRGSRHGLEQYLSRFEEAMKLRKQLISEKPSQEDGNTTEEFDSFRIFRLVGCALLALGVRAFVCKYLSIFAPFLTLQLAYMGLYKYFPKSEKKIKTTVLTAALLLSGIPAEVINRSMDTYSKMGEVFTDLCVYFFTFIFCHELLDYWGSEVP. Result: 1 (interaction).